The task is: Predict which catalyst facilitates the given reaction.. This data is from Catalyst prediction with 721,799 reactions and 888 catalyst types from USPTO. (1) Product: [CH3:1][C:2]1[N:12]=[C:11]2[N:6]([CH2:7][CH2:8][CH2:9][CH:10]2[OH:13])[C:4](=[O:5])[C:3]=1[CH2:14][CH2:15][N:16]1[CH2:21][CH2:20][CH:19]([C:22]2[C:23]3[CH:24]=[CH:25][C:26]([F:31])=[CH:27][C:28]=3[O:29][N:30]=2)[CH2:18][CH2:17]1.[C:39]([O-:40])(=[O:42])[CH3:38]. Reactant: [CH3:1][C:2]1[N:12]=[C:11]2[N:6]([CH2:7][CH2:8][CH2:9][CH:10]2[OH:13])[C:4](=[O:5])[C:3]=1[CH2:14][CH2:15][N:16]1[CH2:21][CH2:20][CH:19]([C:22]2[C:23]3[CH:24]=[CH:25][C:26]([F:31])=[CH:27][C:28]=3[O:29][N:30]=2)[CH2:18][CH2:17]1.CCCCCC.[CH3:38][C:39](C)=[O:40].[OH2:42]. The catalyst class is: 15. (2) The catalyst class is: 15. Reactant: C[O:2][C:3]1[CH:29]=[CH:28][CH:27]=[CH:26][C:4]=1[CH2:5][C:6]1[C:10]2[C:11](=[O:25])[N:12]([C:19]3[CH:24]=[CH:23][CH:22]=[CH:21][CH:20]=3)[C:13]3[N:14]=[CH:15][CH:16]=[CH:17][C:18]=3[C:9]=2[NH:8][N:7]=1.Br.O. Product: [OH:2][C:3]1[CH:29]=[CH:28][CH:27]=[CH:26][C:4]=1[CH2:5][C:6]1[C:10]2[C:11](=[O:25])[N:12]([C:19]3[CH:24]=[CH:23][CH:22]=[CH:21][CH:20]=3)[C:13]3[N:14]=[CH:15][CH:16]=[CH:17][C:18]=3[C:9]=2[NH:8][N:7]=1. (3) Product: [CH2:1]([O:3][C:4](=[O:24])[CH2:5][CH:6]([C:8]1[CH:13]=[CH:12][C:11]([O:14][C:15]([C:18]([O:20][CH2:21][CH3:22])=[O:19])([CH3:16])[CH3:17])=[C:10]([CH3:23])[CH:9]=1)[CH3:7])[CH3:2]. Reactant: [CH2:1]([O:3][C:4](=[O:24])[CH:5]=[C:6]([C:8]1[CH:13]=[CH:12][C:11]([O:14][C:15]([C:18]([O:20][CH2:21][CH3:22])=[O:19])([CH3:17])[CH3:16])=[C:10]([CH3:23])[CH:9]=1)[CH3:7])[CH3:2]. The catalyst class is: 123. (4) Reactant: [Br:1][C:2]1[CH:3]=[CH:4][C:5]([CH3:9])=[C:6]([CH:8]=1)[NH2:7].O[CH2:11][CH:12]([CH2:14]O)O.[N+](C1C=CC=CC=1)([O-])=O.[OH-].[Na+]. Product: [Br:1][C:2]1[CH:3]=[CH:4][C:5]([CH3:9])=[C:6]2[C:8]=1[CH:11]=[CH:12][CH:14]=[N:7]2. The catalyst class is: 445. (5) Reactant: [OH:1][CH2:2][CH2:3][CH2:4][NH:5][C:6](=[O:15])[O:7][CH2:8][C:9]1[CH:14]=[CH:13][CH:12]=[CH:11][CH:10]=1.[C:16]1([CH3:26])[CH:21]=[CH:20][C:19]([S:22](Cl)(=[O:24])=[O:23])=[CH:18][CH:17]=1. Product: [CH3:26][C:16]1[CH:21]=[CH:20][C:19]([S:22]([O:1][CH2:2][CH2:3][CH2:4][NH:5][C:6]([O:7][CH2:8][C:9]2[CH:14]=[CH:13][CH:12]=[CH:11][CH:10]=2)=[O:15])(=[O:24])=[O:23])=[CH:18][CH:17]=1. The catalyst class is: 17.